Task: Predict the product of the given reaction.. Dataset: Forward reaction prediction with 1.9M reactions from USPTO patents (1976-2016) (1) Given the reactants [H-].[Na+].[C:3]([C:5]1[C:14]([S:15][CH3:16])=[N:13][C:12]([C:17]2[CH:22]=[CH:21][C:20]([O:23][CH3:24])=[CH:19][CH:18]=2)=[C:11]2[C:6]=1[C:7]1[CH:29]=[CH:28][C:27]([N:30]3[CH2:35][CH2:34][N:33]([C:36]([O:38][C:39]([CH3:42])([CH3:41])[CH3:40])=[O:37])[CH2:32][CH2:31]3)=[CH:26][C:8]=1[NH:9][C:10]2=[O:25])#[N:4].I[CH2:44][CH3:45].O, predict the reaction product. The product is: [C:3]([C:5]1[C:14]([S:15][CH3:16])=[N:13][C:12]([C:17]2[CH:18]=[CH:19][C:20]([O:23][CH3:24])=[CH:21][CH:22]=2)=[C:11]2[C:6]=1[C:7]1[CH:29]=[CH:28][C:27]([N:30]3[CH2:35][CH2:34][N:33]([C:36]([O:38][C:39]([CH3:42])([CH3:41])[CH3:40])=[O:37])[CH2:32][CH2:31]3)=[CH:26][C:8]=1[N:9]=[C:10]2[O:25][CH2:44][CH3:45])#[N:4].[C:3]([C:5]1[C:14]([S:15][CH3:16])=[N:13][C:12]([C:17]2[CH:18]=[CH:19][C:20]([O:23][CH3:24])=[CH:21][CH:22]=2)=[C:11]2[C:6]=1[C:7]1[CH:29]=[CH:28][C:27]([N:30]3[CH2:35][CH2:34][N:33]([C:36]([O:38][C:39]([CH3:42])([CH3:41])[CH3:40])=[O:37])[CH2:32][CH2:31]3)=[CH:26][C:8]=1[N:9]([CH2:44][CH3:45])[C:10]2=[O:25])#[N:4]. (2) Given the reactants [O:1]=[S:2]1(=[O:15])[CH2:7][CH2:6][CH:5]([C:8]2[CH:13]=[CH:12][C:11]([NH2:14])=[CH:10][CH:9]=2)[CH2:4][CH2:3]1.[Br:16]N1C(=O)CCC1=O.CCOC(C)=O, predict the reaction product. The product is: [Br:16][C:12]1[CH:13]=[C:8]([CH:5]2[CH2:6][CH2:7][S:2](=[O:15])(=[O:1])[CH2:3][CH2:4]2)[CH:9]=[CH:10][C:11]=1[NH2:14]. (3) Given the reactants [CH3:1][N:2]1[CH2:8][CH2:7][CH2:6][N:5]([CH2:9][CH2:10][CH2:11][CH2:12][O:13][C:14]2[CH:19]=[C:18]([CH:20]=O)[CH:17]=[CH:16][N:15]=2)[CH2:4][CH2:3]1.[F:22][C:23]1[C:24]([CH3:31])=[C:25]([NH2:30])[C:26]([NH2:29])=[CH:27][CH:28]=1, predict the reaction product. The product is: [F:22][C:23]1[CH:28]=[CH:27][C:26]2[NH:29][C:20]([C:18]3[CH:17]=[CH:16][N:15]=[C:14]([O:13][CH2:12][CH2:11][CH2:10][CH2:9][N:5]4[CH2:6][CH2:7][CH2:8][N:2]([CH3:1])[CH2:3][CH2:4]4)[CH:19]=3)=[N:30][C:25]=2[C:24]=1[CH3:31]. (4) Given the reactants [CH:1]1[C:6](=[O:7])[N:5]([CH2:8][CH2:9][C:10]([OH:12])=O)[C:3](=[O:4])[CH:2]=1.CCN=C=NCCCN(C)C.C1C=CC2N(O)N=NC=2C=1.[NH2:34][CH2:35][CH2:36][NH:37][C:38]([CH2:40][O:41][CH2:42][CH2:43][O:44][CH2:45][CH2:46][NH:47][C:48]([CH2:50][O:51][CH2:52][CH2:53][O:54][CH2:55][CH2:56][NH:57][C:58]([CH2:60][CH2:61][C@H:62]([NH:66][C:67]([CH2:69][CH2:70][CH2:71][CH2:72][CH2:73][CH2:74][CH2:75][CH2:76][CH2:77][CH2:78][CH2:79][CH2:80][CH2:81][CH2:82][CH2:83][CH2:84][C:85]([OH:87])=[O:86])=[O:68])[C:63]([OH:65])=[O:64])=[O:59])=[O:49])=[O:39], predict the reaction product. The product is: [C:63]([C@@H:62]([NH:66][C:67]([CH2:69][CH2:70][CH2:71][CH2:72][CH2:73][CH2:74][CH2:75][CH2:76][CH2:77][CH2:78][CH2:79][CH2:80][CH2:81][CH2:82][CH2:83][CH2:84][C:85]([OH:87])=[O:86])=[O:68])[CH2:61][CH2:60][C:58](=[O:59])[NH:57][CH2:56][CH2:55][O:54][CH2:53][CH2:52][O:51][CH2:50][C:48](=[O:49])[NH:47][CH2:46][CH2:45][O:44][CH2:43][CH2:42][O:41][CH2:40][C:38](=[O:39])[NH:37][CH2:36][CH2:35][NH:34][C:10](=[O:12])[CH2:9][CH2:8][N:5]1[C:3](=[O:4])[CH:2]=[CH:1][C:6]1=[O:7])([OH:65])=[O:64]. (5) Given the reactants [C:1]([C:5]1[N:10]=[C:9]([NH:11][CH2:12][C:13]2[O:14][CH:15]=[CH:16][CH:17]=2)[C:8]([C:18]([N:20]([CH2:36][CH:37]([CH3:39])[CH3:38])[C@H:21]2[CH2:26][C@@H:25]([C:27]#[N:28])[CH2:24][N:23]([C:29]([O:31][C:32]([CH3:35])([CH3:34])[CH3:33])=[O:30])[CH2:22]2)=[O:19])=[CH:7][N:6]=1)([CH3:4])([CH3:3])[CH3:2].[N:40]([Si](C)(C)C)=[N+:41]=[N-:42].C([Sn](CCCC)=O)CCC, predict the reaction product. The product is: [C:1]([C:5]1[N:10]=[C:9]([NH:11][CH2:12][C:13]2[O:14][CH:15]=[CH:16][CH:17]=2)[C:8]([C:18]([N:20]([CH2:36][CH:37]([CH3:39])[CH3:38])[C@H:21]2[CH2:26][C@@H:25]([C:27]3[N:40]=[N:41][NH:42][N:28]=3)[CH2:24][N:23]([C:29]([O:31][C:32]([CH3:35])([CH3:34])[CH3:33])=[O:30])[CH2:22]2)=[O:19])=[CH:7][N:6]=1)([CH3:4])([CH3:3])[CH3:2]. (6) Given the reactants [CH3:1][C:2]([O:5][C:6]([N:8]1[C@H:13]([C:14]([OH:16])=O)[CH2:12][C:10](=[O:11])[CH2:9]1)=[O:7])([CH3:4])[CH3:3].CN(C(ON1N=NC2C=[CH:29][CH:30]=[N:31][C:26]1=2)=[N+](C)C)C.[F:34][P-](F)(F)(F)(F)F, predict the reaction product. The product is: [C:2]([O:5][C:6]([N:8]1[CH2:9][C:10](=[O:11])[CH2:12][C@H:13]1[C:14]([N:31]1[CH2:30][CH:29]([F:34])[CH2:26]1)=[O:16])=[O:7])([CH3:1])([CH3:3])[CH3:4]. (7) Given the reactants [Cl-].C(C[P+](C)(C)C)#N.C[Si]([N-][Si](C)(C)C)(C)C.[K+].[C:19]1([C:25](O)([CH3:27])[CH3:26])[CH:24]=[CH:23][CH:22]=[CH:21][CH:20]=1.[F:29][C:30]1([F:58])[CH2:35][CH2:34][N:33]([C:36]([C:38]2[NH:39][C:40]3[C:45]([CH:46]=2)=[CH:44][C:43]([C:47]([N:49]2[CH2:54][CH2:53][N:52]([CH:55]([CH3:57])[CH3:56])[CH2:51][CH2:50]2)=[O:48])=[CH:42][CH:41]=3)=[O:37])[CH2:32][CH2:31]1, predict the reaction product. The product is: [F:58][C:30]1([F:29])[CH2:35][CH2:34][N:33]([C:36]([C:38]2[N:39]([C:25]([CH3:27])([C:19]3[CH:24]=[CH:23][CH:22]=[CH:21][CH:20]=3)[CH3:26])[C:40]3[C:45]([CH:46]=2)=[CH:44][C:43]([C:47]([N:49]2[CH2:50][CH2:51][N:52]([CH:55]([CH3:56])[CH3:57])[CH2:53][CH2:54]2)=[O:48])=[CH:42][CH:41]=3)=[O:37])[CH2:32][CH2:31]1. (8) Given the reactants [CH3:1][O:2][C:3](=[O:11])[CH2:4][NH:5][C:6](=O)[CH2:7][CH2:8][CH3:9].COC1C=CC(P2(SP(C3C=CC(OC)=CC=3)(=S)S2)=[S:21])=CC=1.C(=O)(O)[O-].[Na+], predict the reaction product. The product is: [CH3:1][O:2][C:3](=[O:11])[CH2:4][NH:5][C:6](=[S:21])[CH2:7][CH2:8][CH3:9].